This data is from Forward reaction prediction with 1.9M reactions from USPTO patents (1976-2016). The task is: Predict the product of the given reaction. (1) Given the reactants [Cl:1][C:2]1[N:7]=[N:6][C:5]([C:8](C)([C:14](OCC)=O)[C:9]([O:11][CH2:12][CH3:13])=[O:10])=[CH:4][CH:3]=1.[Na+].[Cl-], predict the reaction product. The product is: [Cl:1][C:2]1[N:7]=[N:6][C:5]([CH:8]([CH3:14])[C:9]([O:11][CH2:12][CH3:13])=[O:10])=[CH:4][CH:3]=1. (2) Given the reactants [CH2:1]([NH:8][S:9]([C:12]1[C:17]([Cl:18])=[CH:16][CH:15]=[C:14]([NH2:19])[C:13]=1[OH:20])(=[O:11])=[O:10])[C:2]1[CH:7]=[CH:6][CH:5]=[CH:4][CH:3]=1.[Cl:21][C:22]1[C:27]([Cl:28])=[CH:26][CH:25]=[CH:24][C:23]=1[N:29]=[C:30]=[O:31], predict the reaction product. The product is: [CH2:1]([NH:8][S:9]([C:12]1[C:13]([OH:20])=[C:14]([NH:19][C:30]([NH:29][C:23]2[CH:24]=[CH:25][CH:26]=[C:27]([Cl:28])[C:22]=2[Cl:21])=[O:31])[CH:15]=[CH:16][C:17]=1[Cl:18])(=[O:11])=[O:10])[C:2]1[CH:7]=[CH:6][CH:5]=[CH:4][CH:3]=1.